This data is from NCI-60 drug combinations with 297,098 pairs across 59 cell lines. The task is: Regression. Given two drug SMILES strings and cell line genomic features, predict the synergy score measuring deviation from expected non-interaction effect. (1) Drug 1: CC1=C2C(C(=O)C3(C(CC4C(C3C(C(C2(C)C)(CC1OC(=O)C(C(C5=CC=CC=C5)NC(=O)OC(C)(C)C)O)O)OC(=O)C6=CC=CC=C6)(CO4)OC(=O)C)OC)C)OC. Drug 2: C1CCC(C(C1)N)N.C(=O)(C(=O)[O-])[O-].[Pt+4]. Cell line: IGROV1. Synergy scores: CSS=44.7, Synergy_ZIP=3.38, Synergy_Bliss=8.22, Synergy_Loewe=10.2, Synergy_HSA=12.7. (2) Drug 1: CCCS(=O)(=O)NC1=C(C(=C(C=C1)F)C(=O)C2=CNC3=C2C=C(C=N3)C4=CC=C(C=C4)Cl)F. Drug 2: C1CC(=O)NC(=O)C1N2CC3=C(C2=O)C=CC=C3N. Cell line: UACC-257. Synergy scores: CSS=55.4, Synergy_ZIP=7.45, Synergy_Bliss=6.92, Synergy_Loewe=-8.02, Synergy_HSA=7.88. (3) Drug 1: CCC1(CC2CC(C3=C(CCN(C2)C1)C4=CC=CC=C4N3)(C5=C(C=C6C(=C5)C78CCN9C7C(C=CC9)(C(C(C8N6C)(C(=O)OC)O)OC(=O)C)CC)OC)C(=O)OC)O.OS(=O)(=O)O. Drug 2: CC1=C(C(=O)C2=C(C1=O)N3CC4C(C3(C2COC(=O)N)OC)N4)N. Cell line: OVCAR3. Synergy scores: CSS=17.1, Synergy_ZIP=-13.1, Synergy_Bliss=-19.6, Synergy_Loewe=-28.2, Synergy_HSA=-16.8.